Dataset: NCI-60 drug combinations with 297,098 pairs across 59 cell lines. Task: Regression. Given two drug SMILES strings and cell line genomic features, predict the synergy score measuring deviation from expected non-interaction effect. Drug 1: CCC1=C2CN3C(=CC4=C(C3=O)COC(=O)C4(CC)O)C2=NC5=C1C=C(C=C5)O. Drug 2: C1CCC(C(C1)N)N.C(=O)(C(=O)[O-])[O-].[Pt+4]. Cell line: MALME-3M. Synergy scores: CSS=22.1, Synergy_ZIP=-5.65, Synergy_Bliss=0.0334, Synergy_Loewe=-32.5, Synergy_HSA=1.57.